From a dataset of Full USPTO retrosynthesis dataset with 1.9M reactions from patents (1976-2016). Predict the reactants needed to synthesize the given product. (1) Given the product [CH3:33][N:24]1[C:25]2[C:30](=[CH:29][N:28]=[C:27]([CH3:32])[CH:26]=2)[CH:31]=[C:22]([C:17]2[CH:16]=[C:15]([NH:14][C:13]3[N:12]=[C:4]([C:5]4[CH:10]=[CH:9][CH:8]=[CH:7][CH:6]=4)[O:11][N:2]=3)[CH:20]=[CH:19][C:18]=2[CH3:21])[C:23]1=[O:34], predict the reactants needed to synthesize it. The reactants are: Cl.[NH2:2]O.[C:4](/[N:12]=[C:13](\SC)/[NH:14][C:15]1[CH:20]=[CH:19][C:18]([CH3:21])=[C:17]([C:22]2[C:23](=[O:34])[N:24]([CH3:33])[C:25]3[C:30]([CH:31]=2)=[CH:29][N:28]=[C:27]([CH3:32])[CH:26]=3)[CH:16]=1)(=[O:11])[C:5]1[CH:10]=[CH:9][CH:8]=[CH:7][CH:6]=1. (2) Given the product [F:28][C:29]([F:33])([F:32])[CH2:30][NH:31][C:4]([C:6]1[CH:11]=[CH:10][C:9]([O:12][CH2:13][C:14]2[C:15]([C:21]3[CH:22]=[CH:23][C:24]([F:27])=[CH:25][CH:26]=3)=[N:16][O:17][C:18]=2[CH2:19][OH:20])=[CH:8][N:7]=1)=[O:5], predict the reactants needed to synthesize it. The reactants are: C(O[C:4]([C:6]1[CH:11]=[CH:10][C:9]([O:12][CH2:13][C:14]2[C:15]([C:21]3[CH:26]=[CH:25][C:24]([F:27])=[CH:23][CH:22]=3)=[N:16][O:17][C:18]=2[CH2:19][OH:20])=[CH:8][N:7]=1)=[O:5])C.[F:28][C:29]([F:33])([F:32])[CH2:30][NH2:31].